This data is from Full USPTO retrosynthesis dataset with 1.9M reactions from patents (1976-2016). The task is: Predict the reactants needed to synthesize the given product. (1) Given the product [CH3:1][C:2]1[CH:30]=[CH:29][C:5]([C:6]([NH:8][C:9]2[C:10]([C:20]([NH:22][CH2:23][CH2:24][C:25]([F:27])([F:28])[F:26])=[O:21])=[N:11][NH:12][CH:13]=2)=[O:7])=[CH:4][N:3]=1, predict the reactants needed to synthesize it. The reactants are: [CH3:1][C:2]1[CH:30]=[CH:29][C:5]([C:6]([NH:8][C:9]2[C:10]([C:20]([NH:22][CH2:23][CH2:24][C:25]([F:28])([F:27])[F:26])=[O:21])=[N:11][N:12](C3CCCCO3)[CH:13]=2)=[O:7])=[CH:4][N:3]=1.O.C1(C)C=CC(S(O)(=O)=O)=CC=1.C(=O)([O-])O.[Na+]. (2) Given the product [CH2:1]([O:3][C:4]([C:6]1([CH2:19][CH2:20][CH2:21][NH:30][C:29]2[C:24]([CH3:23])=[N:25][C:26]([N:31]3[CH2:35][CH2:34][C@@H:33]([N:36]4[CH2:40][CH2:39][CH2:38][C@@H:37]4[CH3:41])[CH2:32]3)=[CH:27][CH:28]=2)[CH2:11][CH2:10][N:9]([C:12]([O:14][C:15]([CH3:16])([CH3:17])[CH3:18])=[O:13])[CH2:8][CH2:7]1)=[O:5])[CH3:2], predict the reactants needed to synthesize it. The reactants are: [CH2:1]([O:3][C:4]([C:6]1([CH2:19][CH2:20][CH:21]=O)[CH2:11][CH2:10][N:9]([C:12]([O:14][C:15]([CH3:18])([CH3:17])[CH3:16])=[O:13])[CH2:8][CH2:7]1)=[O:5])[CH3:2].[CH3:23][C:24]1[C:29]([NH2:30])=[CH:28][CH:27]=[C:26]([N:31]2[CH2:35][CH2:34][C@@H:33]([N:36]3[CH2:40][CH2:39][CH2:38][C@@H:37]3[CH3:41])[CH2:32]2)[N:25]=1. (3) The reactants are: C(O[CH2:4][CH2:5]O)C.[CH3:7][C:8]1[CH:13]=[CH:12][CH:11]=[CH:10][C:9]=1[C:14]1[CH:19]=[CH:18][CH:17]=[C:16]([C:20]2[CH:25]=[CH:24]C=[CH:22][N:21]=2)[CH:15]=1. Given the product [CH3:7][C:8]1[CH:13]=[CH:12][CH:11]=[CH:10][C:9]=1[C:14]1[CH:19]=[CH:18][CH:17]=[C:16]([C:20]2[CH:25]=[CH:24][C:4]([CH3:5])=[CH:22][N:21]=2)[CH:15]=1, predict the reactants needed to synthesize it. (4) Given the product [CH:28]1[C:37]2[CH:36]=[CH:35][CH:34]=[C:33]([S:38]([NH:1][C:2]3[CH:3]=[C:4]([C:8]4[CH:9]=[CH:10][C:11]5[N:12]([CH:14]=[C:15]([NH:17][C:18](=[O:20])[CH3:19])[N:16]=5)[N:13]=4)[CH:5]=[CH:6][CH:7]=3)(=[O:40])=[O:39])[C:32]=2[CH:31]=[CH:30][N:29]=1, predict the reactants needed to synthesize it. The reactants are: [NH2:1][C:2]1[CH:3]=[C:4]([C:8]2[CH:9]=[CH:10][C:11]3[N:12]([CH:14]=[C:15]([NH:17][C:18](=[O:20])[CH3:19])[N:16]=3)[N:13]=2)[CH:5]=[CH:6][CH:7]=1.N1C=CC=CC=1.Cl.[CH:28]1[C:37]2[CH:36]=[CH:35][CH:34]=[C:33]([S:38](Cl)(=[O:40])=[O:39])[C:32]=2[CH:31]=[CH:30][N:29]=1. (5) Given the product [ClH:40].[CH3:1][N:2]([CH3:39])[C:3]1[CH:4]=[CH:5][C:6]([C:7]([NH:9][C:10]2([C:16]([NH:18][CH:19]3[CH2:24][CH2:23][N:22]([C:25]4[CH:30]=[CH:29][C:28]([F:31])=[CH:27][C:26]=4[S:32]([CH3:35])(=[O:33])=[O:34])[CH2:21][C:20]3=[O:36])=[O:17])[CH2:15][CH2:14][CH2:13][CH2:12][CH2:11]2)=[O:8])=[CH:37][CH:38]=1, predict the reactants needed to synthesize it. The reactants are: [CH3:1][N:2]([CH3:39])[C:3]1[CH:38]=[CH:37][C:6]([C:7]([NH:9][C:10]2([C:16]([NH:18][CH:19]3[CH2:24][CH2:23][N:22]([C:25]4[CH:30]=[CH:29][C:28]([F:31])=[CH:27][C:26]=4[S:32]([CH3:35])(=[O:34])=[O:33])[CH2:21][C:20]3=[O:36])=[O:17])[CH2:15][CH2:14][CH2:13][CH2:12][CH2:11]2)=[O:8])=[CH:5][CH:4]=1.[ClH:40].C(OCC)(=O)C. (6) The reactants are: [Br:1][C:2]1[CH:7]=[CH:6][C:5]([C:8]2[O:12][N:11]=[C:10]([CH3:13])[C:9]=2[CH:14]=O)=[CH:4][CH:3]=1.[CH3:16][NH:17][CH2:18][CH2:19][C:20]1[CH:25]=[CH:24][CH:23]=[CH:22][CH:21]=1.[BH4-].[Na+].O. Given the product [Br:1][C:2]1[CH:7]=[CH:6][C:5]([C:8]2[O:12][N:11]=[C:10]([CH3:13])[C:9]=2[CH2:14][N:17]([CH3:16])[CH2:18][CH2:19][C:20]2[CH:25]=[CH:24][CH:23]=[CH:22][CH:21]=2)=[CH:4][CH:3]=1, predict the reactants needed to synthesize it. (7) Given the product [CH2:28]([N:17]([CH2:16][C:14]1[CH:13]=[CH:12][C:11]2[N:7]([CH:2]3[CH2:3][CH2:4][CH2:5][CH2:6][O:1]3)[CH:8]=[N:9][C:10]=2[CH:15]=1)[C:18](=[O:24])[O:19][C:20]([CH3:21])([CH3:23])[CH3:22])[CH3:29], predict the reactants needed to synthesize it. The reactants are: [O:1]1[CH2:6][CH2:5][CH2:4][CH2:3][CH:2]1[N:7]1[C:11]2[CH:12]=[CH:13][C:14]([CH2:16][NH:17][C:18](=[O:24])[O:19][C:20]([CH3:23])([CH3:22])[CH3:21])=[CH:15][C:10]=2[N:9]=[CH:8]1.[H-].[Na+].I[CH2:28][CH3:29]. (8) Given the product [C:1]([C:5]1[C:6]([OH:15])=[C:7]([C:11]([CH3:14])=[C:12]([S:16][C:17]#[N:18])[CH:13]=1)[C:8]([OH:10])=[O:9])([CH3:4])([CH3:3])[CH3:2], predict the reactants needed to synthesize it. The reactants are: [C:1]([C:5]1[C:6]([OH:15])=[C:7]([C:11]([CH3:14])=[CH:12][CH:13]=1)[C:8]([OH:10])=[O:9])([CH3:4])([CH3:3])[CH3:2].[S-:16][C:17]#[N:18].[Na+].BrBr. (9) Given the product [NH:15]1[C:23]2[C:18](=[CH:19][C:20]([CH2:24][NH:25][C:8](=[O:10])[C:7]3[CH:6]=[CH:5][C:4]([S:3][C:2]([F:1])([F:14])[F:13])=[CH:12][CH:11]=3)=[CH:21][CH:22]=2)[CH:17]=[CH:16]1, predict the reactants needed to synthesize it. The reactants are: [F:1][C:2]([F:14])([F:13])[S:3][C:4]1[CH:12]=[CH:11][C:7]([C:8]([OH:10])=O)=[CH:6][CH:5]=1.[NH:15]1[C:23]2[C:18](=[CH:19][C:20]([CH2:24][NH2:25])=[CH:21][CH:22]=2)[CH:17]=[CH:16]1.N.